Dataset: Full USPTO retrosynthesis dataset with 1.9M reactions from patents (1976-2016). Task: Predict the reactants needed to synthesize the given product. Given the product [OH:1][C:2]1[CH:3]=[CH:4][C:5]([CH:14]=[O:15])=[CH:6][CH:7]=1, predict the reactants needed to synthesize it. The reactants are: [OH:1][C:2]1[CH:7]=[CH:6][C:5](NCC(O)=O)=[CH:4][CH:3]=1.N1C2C(=CC=CC=2)C(=O)[C:14]1=[O:15].